Dataset: Full USPTO retrosynthesis dataset with 1.9M reactions from patents (1976-2016). Task: Predict the reactants needed to synthesize the given product. (1) Given the product [CH3:1][N:2]1[C@@H:12]2[CH2:13][C:14]3[CH:19]=[CH:18][C:17]([O:20][CH3:21])=[C:16]4[O:22][C@H:6]5[C@@H:7]([OH:8])[CH2:9][CH2:10][C@:11]2([OH:23])[C@:5]5([C:15]=34)[CH2:4][CH2:3]1, predict the reactants needed to synthesize it. The reactants are: [CH3:1][N:2]1[C@@H:12]2[CH2:13][C:14]3[CH:19]=[CH:18][C:17]([O:20][CH3:21])=[C:16]4[O:22][CH:6]5[C:7]([CH:9]=[CH:10][C@:11]2([OH:23])[C@:5]5([C:15]=34)[CH2:4][CH2:3]1)=[O:8].C(O)C.C(O)(=O)C.[H][H]. (2) Given the product [CH3:1][N:2]([CH3:19])[C:3]1[C:4]([C:17]2[CH:10]=[C:11]3[C:6](=[CH:7][CH:8]=2)[CH:5]=[C:4]([CH:17]=[C:26]2[S:20][C:21](=[S:22])[N:23]([CH2:27][C:28]([OH:30])=[O:29])[C:24]2=[O:25])[CH:3]=[CH:12]3)=[CH:5][C:6]2[C:7]([CH3:16])([CH3:15])[CH2:8][CH2:9][C:10]([CH3:14])([CH3:13])[C:11]=2[CH:12]=1, predict the reactants needed to synthesize it. The reactants are: [CH3:1][N:2]([CH3:19])[C:3]1[C:4]([CH:17]=O)=[CH:5][C:6]2[C:7]([CH3:16])([CH3:15])[CH2:8][CH2:9][C:10]([CH3:14])([CH3:13])[C:11]=2[CH:12]=1.[S:20]1[CH2:26][C:24](=[O:25])[N:23]([CH2:27][C:28]([OH:30])=[O:29])[C:21]1=[S:22]. (3) Given the product [OH:3][CH:4]1[CH2:7][C:6]2([CH2:12][CH2:11][N:10]([C:13]([O:15][C:16]([CH3:19])([CH3:18])[CH3:17])=[O:14])[CH2:9][CH2:8]2)[CH2:5]1, predict the reactants needed to synthesize it. The reactants are: [BH4-].[Na+].[O:3]=[C:4]1[CH2:7][C:6]2([CH2:12][CH2:11][N:10]([C:13]([O:15][C:16]([CH3:19])([CH3:18])[CH3:17])=[O:14])[CH2:9][CH2:8]2)[CH2:5]1.[Cl-].[NH4+]. (4) Given the product [C:12]([O:11][C:10]1[CH:9]=[CH:8][C:5]([CH:6]=[CH2:7])=[CH:4][CH:3]=1)(=[O:14])[CH3:13].[CH3:1][O:2][C:3]1[CH:4]=[C:5]([CH:8]=[CH:9][C:10]=1[O:11][C:12](=[O:14])[CH3:13])[CH:6]=[CH2:7], predict the reactants needed to synthesize it. The reactants are: [CH3:1][O:2][C:3]1[CH:4]=[C:5]([CH:8]=[CH:9][C:10]=1[O:11][C:12](=[O:14])[CH3:13])[CH:6]=[CH2:7].C(OC1C=CC(C=C)=CC=1)(=O)C.N(C(C)(C)C(OC)=O)=NC(C)(C)C(OC)=O.CCCCCC. (5) The reactants are: [NH2:1][C:2]1[N:6]([C:7]2[CH:12]=[CH:11][CH:10]=[CH:9][CH:8]=2)[N:5]=[C:4]([O:13][CH2:14][C@H:15]2[O:20][CH2:19][CH2:18][N:17]([C:21]([O:23][C:24]([CH3:27])([CH3:26])[CH3:25])=[O:22])[CH2:16]2)[C:3]=1[CH3:28].C1(C2C=CC([CH2:38][O:39]C)=CC=2CN)CC1.[CH3:43][O:44][CH2:45][C:46]1[CH:47]=[CH:48][C:49]([O:54][C:55]([F:58])([F:57])[F:56])=[C:50]([CH2:52][NH2:53])[CH:51]=1. Given the product [CH3:43][O:44][CH2:45][C:46]1[CH:47]=[CH:48][C:49]([O:54][C:55]([F:56])([F:57])[F:58])=[C:50]([CH:51]=1)[CH2:52][NH:53][C:38](=[O:39])[NH:1][C:2]1[N:6]([C:7]2[CH:12]=[CH:11][CH:10]=[CH:9][CH:8]=2)[N:5]=[C:4]([O:13][CH2:14][C@H:15]2[O:20][CH2:19][CH2:18][N:17]([C:21]([O:23][C:24]([CH3:25])([CH3:27])[CH3:26])=[O:22])[CH2:16]2)[C:3]=1[CH3:28], predict the reactants needed to synthesize it. (6) Given the product [NH2:1][C:2]1[CH:22]=[CH:21][C:5]([O:6][C:7]2[CH:12]=[CH:11][N:10]=[C:9]3[NH:13][C:15](=[O:16])[N:14]([CH3:20])[C:8]=23)=[CH:4][CH:3]=1, predict the reactants needed to synthesize it. The reactants are: [NH2:1][C:2]1[CH:22]=[CH:21][C:5]([O:6][C:7]2[CH:12]=[CH:11][N:10]=[C:9]([NH2:13])[C:8]=2[N:14]([CH3:20])[C:15](=O)[O:16]CC)=[CH:4][CH:3]=1.[O-]CC.[Na+].[Na]. (7) Given the product [C:36]([OH:44])(=[O:43])[CH:37]([CH2:39][C:40]([OH:42])=[O:41])[OH:38].[CH3:1][O:2][CH2:3][C:4]([NH:6][CH2:7]/[CH:8]=[CH:9]/[C:10]1[CH:11]=[C:12]2[C:17](=[CH:18][CH:19]=1)[N:16]=[CH:15][N:14]=[C:13]2[NH:20][C:21]1[CH:26]=[CH:25][C:24]([O:27][C:28]2[CH:29]=[N:30][C:31]([CH3:34])=[CH:32][CH:33]=2)=[C:23]([CH3:35])[CH:22]=1)=[O:5], predict the reactants needed to synthesize it. The reactants are: [CH3:1][O:2][CH2:3][C:4]([NH:6][CH2:7]/[CH:8]=[CH:9]/[C:10]1[CH:11]=[C:12]2[C:17](=[CH:18][CH:19]=1)[N:16]=[CH:15][N:14]=[C:13]2[NH:20][C:21]1[CH:26]=[CH:25][C:24]([O:27][C:28]2[CH:29]=[N:30][C:31]([CH3:34])=[CH:32][CH:33]=2)=[C:23]([CH3:35])[CH:22]=1)=[O:5].[C:36]([OH:44])(=[O:43])[CH:37]([CH2:39][C:40]([OH:42])=[O:41])[OH:38]. (8) The reactants are: C1(S([N:10]2[C:14]3=[N:15][CH:16]=[CH:17][C:18]([C:19]4[CH:20]=[CH:21][C:22]([O:27][CH:28]5[CH2:33][CH2:32][O:31][CH2:30][CH2:29]5)=[C:23]([CH:26]=4)[C:24]#[N:25])=[C:13]3[CH:12]=[C:11]2[C:34]2[CH:39]=[CH:38][C:37]([N:40]3[CH2:45][CH2:44][NH:43][CH2:42][CH2:41]3)=[CH:36][CH:35]=2)(=O)=O)C=CC=CC=1.C([O-])([O-])=O.[Cs+].[Cs+]. Given the product [N:40]1([C:37]2[CH:36]=[CH:35][C:34]([C:11]3[NH:10][C:14]4=[N:15][CH:16]=[CH:17][C:18]([C:19]5[CH:20]=[CH:21][C:22]([O:27][CH:28]6[CH2:33][CH2:32][O:31][CH2:30][CH2:29]6)=[C:23]([CH:26]=5)[C:24]#[N:25])=[C:13]4[CH:12]=3)=[CH:39][CH:38]=2)[CH2:45][CH2:44][NH:43][CH2:42][CH2:41]1, predict the reactants needed to synthesize it.